This data is from Forward reaction prediction with 1.9M reactions from USPTO patents (1976-2016). The task is: Predict the product of the given reaction. (1) Given the reactants [Br:1][C:2]1[CH:7]=[CH:6][C:5]([NH:8][C:9](=[O:13])[O:10][CH2:11][CH3:12])=[C:4](I)[CH:3]=1.[C:15]([C:17]1[CH:22]=[CH:21][CH:20]=[CH:19][CH:18]=1)#[CH:16], predict the reaction product. The product is: [Br:1][C:2]1[CH:7]=[CH:6][C:5]([NH:8][C:9](=[O:13])[O:10][CH2:11][CH3:12])=[C:4]([C:16]#[C:15][C:17]2[CH:22]=[CH:21][CH:20]=[CH:19][CH:18]=2)[CH:3]=1. (2) Given the reactants [O:1]1[CH2:6][CH2:5][N:4]([C:7](=[O:23])[CH2:8][O:9][CH:10]2[CH2:15][CH2:14][N:13](C(OC(C)(C)C)=O)[CH2:12][CH2:11]2)[CH2:3][CH2:2]1.CC(O)C, predict the reaction product. The product is: [O:1]1[CH2:6][CH2:5][N:4]([C:7](=[O:23])[CH2:8][O:9][CH:10]2[CH2:15][CH2:14][NH:13][CH2:12][CH2:11]2)[CH2:3][CH2:2]1. (3) The product is: [N:20]1([C:4]2[N:3]=[C:2]([NH:9][C:10]3[CH:11]=[C:12]4[C:17](=[CH:18][CH:19]=3)[N:16]=[CH:15][CH:14]=[CH:13]4)[CH:7]=[CH:6][CH:5]=2)[CH:24]=[CH:23][CH:22]=[N:21]1. Given the reactants F[C:2]1[CH:7]=[CH:6][CH:5]=[C:4](F)[N:3]=1.[NH2:9][C:10]1[CH:11]=[C:12]2[C:17](=[CH:18][CH:19]=1)[N:16]=[CH:15][CH:14]=[CH:13]2.[NH:20]1[CH:24]=[CH:23][CH:22]=[N:21]1, predict the reaction product.